From a dataset of B-cell epitopes from IEDB database with 3,159 antigens for binding position prediction. Token-level Classification. Given an antigen amino acid sequence, predict which amino acid positions are active epitope sites capable of antibody binding. Output is a list of indices for active positions. (1) Given the antigen sequence: MALSFSLLMAVLVLSYKSICSLGCDLPQTHSLGNRRALILLAQMGRISHFSCLKDRHDFGFPEEEFDGHQFQKTQAISVLHEMIQQTFNLFSTEDSSAAWEQSLLEKFSTELYQQLNDLEACVIQEVGVEETPLMNEDSILAVRKYFQRITLYLTEKKYSPCAWEVVRAEIMRSLSFSTNLQKRLRRKD, which amino acid positions are active epitope sites? The epitope positions are: [23, 24, 25, 26, 27, 28, 29, 30, 31, 32, 33, 34, 35, 36, 37, 38, 39, 40, 41, 42... (23 total positions)]. The amino acids at these positions are: CDLPQTHSLGNRRALILLAQMGR. (2) Given the antigen sequence: MWRPSDSTVYVPPPNPVSKVVATDAYVTRTNIFYHASSSRLLAVGHPYFSIKRANKTVVPKVSGYQYRVFKVVLPDPNKFALPDSSLFDPTTQRLVWACTGLEVGRGQPLGVGVSGHPFLNKYDDVENSGSGGNPGQDNRVNVGMDYKQTQLCMVGCAPPLGEHWGKGKQCTNTPVQAGDCPPLELITSVIQDGDMVDTGFGAMNFADLQTNKSDVPIDICGTTCKYPDYLQMAADPYGDRLFFFLRKEQMFARHFFNRAGEVGEPVPDTLIIKGSGNRTSVGSSIYVNTPSGSLVSSEAQLFNKPYWLQKAQGHNNGICWGNQLFVTVVDTTRSTNMTLCASVTTSSTYTNSDYKEYMRHVEEYDLQFIFQLCSITLSAEVMAYIHTMNPSVLEDWNFGLSPPPNGTLEDTYRYVQSQAITCQKPTPEKEKPDPYKNLSFWEVNLKEKFSSELDQYPLGRKFLLQSGYRGRSSIRTGVKRPAVSKASAAPKRKRAKTKR..., which amino acid positions are active epitope sites? The epitope positions are: [467, 468, 469, 470, 471, 472, 473, 474, 475, 476, 477, 478, 479, 480, 481, 482, 483, 484, 485, 486]. The amino acids at these positions are: GYRGRSSIRTGVKRPAVSKA. (3) The epitope positions are: [6, 7, 8, 9, 10, 11, 12, 13, 14, 15, 16, 17, 18, 19, 20, 21, 22, 23, 24, 25... (37 total positions)]. The amino acids at these positions are: KCNTATCATQRLANFLVHSSNNFGAILSST.... Given the antigen sequence: HQVEKRKCNTATCATQRLANFLVHSSNNFGAILSSTNVGSNTYGKRNAVEVLKREPLNYLPL, which amino acid positions are active epitope sites?